This data is from Full USPTO retrosynthesis dataset with 1.9M reactions from patents (1976-2016). The task is: Predict the reactants needed to synthesize the given product. (1) Given the product [Cl:1][C:2]1[C:3]([NH:23][C:24]2[CH:28]=[C:27]([CH3:29])[NH:26][N:25]=2)=[N:4][C:5]([NH:8][C:9]2[C:10]([F:22])=[CH:11][C:12]([CH:16]3[CH2:17][CH2:18][N:19]([C:39]([N:38]([CH3:42])[CH3:37])=[O:40])[CH2:20][CH2:21]3)=[C:13]([CH3:15])[CH:14]=2)=[N:6][CH:7]=1, predict the reactants needed to synthesize it. The reactants are: [Cl:1][C:2]1[C:3]([NH:23][C:24]2[CH:28]=[C:27]([CH3:29])[NH:26][N:25]=2)=[N:4][C:5]([NH:8][C:9]2[CH:14]=[C:13]([CH3:15])[C:12]([CH:16]3[CH2:21][CH2:20][NH:19][CH2:18][CH2:17]3)=[CH:11][C:10]=2[F:22])=[N:6][CH:7]=1.C(N(CC)CC)C.[CH3:37][N:38]([CH3:42])[C:39](Cl)=[O:40]. (2) Given the product [CH2:1]([O:8][C:9]([NH:11][CH:12]([CH3:21])[C:13](=[O:20])[C:14]([CH2:29][CH3:30])([CH2:32][CH3:33])[C:15]([O:17][CH2:18][CH3:19])=[O:16])=[O:10])[C:2]1[CH:7]=[CH:6][CH:5]=[CH:4][CH:3]=1, predict the reactants needed to synthesize it. The reactants are: [CH2:1]([O:8][C:9]([NH:11][CH:12]([CH3:21])[C:13](=[O:20])[CH2:14][C:15]([O:17][CH2:18][CH3:19])=[O:16])=[O:10])[C:2]1[CH:7]=[CH:6][CH:5]=[CH:4][CH:3]=1.C(=O)([O-])[O-].[K+].[K+].I[CH2:29][CH3:30].O.[CH3:32][C:33](C)=O. (3) Given the product [C:1]([O:5][C:6](=[O:40])[N:7]([C@H:9]([C:11](=[O:39])[NH:12][C@@H:13]1[C:19](=[O:20])[N:18]([CH2:21][C:22]2[C:31]3[C:26](=[C:27]([C:45]4[O:46][CH:42]=[CH:43][CH:44]=4)[CH:28]=[CH:29][CH:30]=3)[CH:25]=[CH:24][C:23]=2[O:33][CH3:34])[C:17]2[CH:35]=[CH:36][CH:37]=[CH:38][C:16]=2[CH2:15][CH2:14]1)[CH3:10])[CH3:8])([CH3:4])([CH3:3])[CH3:2], predict the reactants needed to synthesize it. The reactants are: [C:1]([O:5][C:6](=[O:40])[N:7]([C@H:9]([C:11](=[O:39])[NH:12][C@@H:13]1[C:19](=[O:20])[N:18]([CH2:21][C:22]2[C:31]3[C:26](=[C:27](Br)[CH:28]=[CH:29][CH:30]=3)[CH:25]=[CH:24][C:23]=2[O:33][CH3:34])[C:17]2[CH:35]=[CH:36][CH:37]=[CH:38][C:16]=2[CH2:15][CH2:14]1)[CH3:10])[CH3:8])([CH3:4])([CH3:3])[CH3:2].[B-](F)(F)(F)[C:42]1[O:46][CH:45]=[CH:44][CH:43]=1.[K+].C([O-])([O-])=O.[Na+].[Na+]. (4) Given the product [CH:32]1([C@H:30]([NH:29][C:10]2[N:9]=[C:8]([C:1]#[N:2])[N:16]=[C:15]3[C:11]=2[N:12]([CH2:17][C:18]2[CH:23]=[CH:22][C:21]([C:24]([F:27])([F:25])[F:26])=[C:20]([F:28])[CH:19]=2)[CH:13]=[N:14]3)[CH3:31])[CH2:33][CH2:34][CH2:35]1, predict the reactants needed to synthesize it. The reactants are: [CH3:1][N:2](C)C(=O)C.Cl[C:8]1[N:16]=[C:15]2[C:11]([N:12]([CH2:17][C:18]3[CH:23]=[CH:22][C:21]([C:24]([F:27])([F:26])[F:25])=[C:20]([F:28])[CH:19]=3)[CH:13]=[N:14]2)=[C:10]([NH:29][C@@H:30]([CH:32]2[CH2:35][CH2:34][CH2:33]2)[CH3:31])[N:9]=1.C1(P(C2CCCCC2)C2C=CC=CC=2C2C(C(C)C)=CC(C(C)C)=CC=2C(C)C)CCCCC1. (5) Given the product [CH:6]1[C:5]2[C:10](=[CH:1][C:2]([C:15]([O:17][CH2:18][CH2:36][CH2:35][CH2:34][CH2:33][CH2:32][CH2:31][CH2:30][CH2:29][CH2:28][CH2:27][CH2:26][CH2:25][CH2:24][CH2:23][CH2:22][CH2:21][CH3:20])=[O:16])=[CH:3][CH:4]=2)[CH:9]=[CH:8][C:7]=1[C:11]([O:13][CH2:14][CH2:36][CH2:35][CH2:34][CH2:33][CH2:32][CH2:31][CH2:30][CH2:29][CH2:28][CH2:27][CH2:26][CH2:25][CH2:24][CH2:23][CH2:22][CH2:21][CH3:20])=[O:12], predict the reactants needed to synthesize it. The reactants are: [CH:1]1[C:10]2[C:5](=[CH:6][C:7]([C:11]([O:13][CH3:14])=[O:12])=[CH:8][CH:9]=2)[CH:4]=[CH:3][C:2]=1[C:15]([O:17][CH3:18])=[O:16].C(O)[CH2:20][CH2:21][CH2:22][CH2:23][CH2:24][CH2:25][CH2:26][CH2:27][CH2:28][CH2:29][CH2:30][CH2:31][CH2:32][CH2:33][CH2:34][CH2:35][CH3:36].CO. (6) Given the product [C:1]([O:5][C:6]([N:8]1[CH2:13][CH2:12][CH:11]([C:14]2[C:17]3[S:18][CH:19]=[CH:20][C:21]=3[O:16][N:15]=2)[CH2:10][CH2:9]1)=[O:7])([CH3:4])([CH3:3])[CH3:2], predict the reactants needed to synthesize it. The reactants are: [C:1]([O:5][C:6]([N:8]1[CH2:13][CH2:12][CH:11]([C:14]([C:17]2[S:18][CH:19]=[CH:20][C:21]=2Br)=[N:15][OH:16])[CH2:10][CH2:9]1)=[O:7])([CH3:4])([CH3:3])[CH3:2].[OH-].[K+].